This data is from Full USPTO retrosynthesis dataset with 1.9M reactions from patents (1976-2016). The task is: Predict the reactants needed to synthesize the given product. (1) Given the product [CH:1]1([C:4]#[C:5][C:6]2[CH:15]=[C:14]([O:16][CH3:17])[CH:13]=[CH:12][C:7]=2[C:8]([N:20]([CH3:19])[O:21][CH3:22])=[O:10])[CH2:2][CH2:3]1, predict the reactants needed to synthesize it. The reactants are: [CH:1]1([C:4]#[C:5][C:6]2[CH:15]=[C:14]([O:16][CH3:17])[CH:13]=[CH:12][C:7]=2[C:8]([O:10]C)=O)[CH2:3][CH2:2]1.Cl.[CH3:19][NH:20][O:21][CH3:22].[Li]CCCC. (2) Given the product [CH3:28][O:29][C:30](=[O:56])[CH2:31][C:32]1[C:33](=[O:55])[N:34]([CH2:53][CH3:54])[C:35]2[C:40]([CH:41]=1)=[CH:39][CH:38]=[C:37]([O:42][CH2:43][CH2:44][NH2:45])[CH:36]=2, predict the reactants needed to synthesize it. The reactants are: COC(=O)CC1CC2C(=CC(OCCNC(OC(C)(C)C)=O)=CC=2)NC1=O.[CH3:28][O:29][C:30](=[O:56])[CH2:31][C:32]1[C:33](=[O:55])[N:34]([CH2:53][CH3:54])[C:35]2[C:40]([CH:41]=1)=[CH:39][CH:38]=[C:37]([O:42][CH2:43][CH2:44][NH:45]C(OC(C)(C)C)=O)[CH:36]=2. (3) Given the product [O:1]=[C:2]1[C:10]2[C:5](=[CH:6][CH:7]=[CH:8][CH:9]=2)[C:4](=[CH:11][C:12]2[CH:13]=[C:14]([CH:15]=[CH:16][N:17]=2)[C:28]([OH:30])=[O:29])[O:3]1, predict the reactants needed to synthesize it. The reactants are: [O:1]=[C:2]1[C:10]2[C:5](=[CH:6][CH:7]=[CH:8][CH:9]=2)[C:4](=[CH:11][C:12]2[N:17]=[C:16](C(O)=O)[CH:15]=[CH:14][CH:13]=2)[O:3]1.C(C1OC([C:28]([OH:30])=[O:29])=CC=1)=O.O=C1C2C(=CC=CC=2)C(=CC2SC(C(O)=O)=CC=2)O1.C(C1SC(C(O)=O)=CC=1)=O.O=C1C2C(=CC=CC=2)C(=CC2OC(C(O)=O)=CC=2)O1. (4) Given the product [CH2:10]([N:3]([CH2:1][CH3:2])[CH2:4][CH2:5][C:6]([NH:8][C:12](=[O:13])[O:14][CH2:15][C:16]1[CH:21]=[CH:20][CH:19]=[CH:18][CH:17]=1)([CH3:9])[CH3:7])[CH3:11], predict the reactants needed to synthesize it. The reactants are: [CH2:1]([N:3]([CH2:10][CH3:11])[CH2:4][CH2:5][C:6]([CH3:9])([NH2:8])[CH3:7])[CH3:2].[C:12](ON1C(=O)CCC1=O)([O:14][CH2:15][C:16]1[CH:21]=[CH:20][CH:19]=[CH:18][CH:17]=1)=[O:13]. (5) Given the product [Br:36][C:33]1[N:34]=[CH:35][C:30]([NH:29][C:13](=[O:15])[CH:12]([C:4]2[CH:5]=[CH:6][C:7]([S:8]([CH3:11])(=[O:10])=[O:9])=[C:2]([Cl:1])[CH:3]=2)[CH2:16][CH:17]2[CH2:21][CH2:20][C:19](=[O:22])[CH2:18]2)=[N:31][CH:32]=1, predict the reactants needed to synthesize it. The reactants are: [Cl:1][C:2]1[CH:3]=[C:4]([CH:12]([CH2:16][CH:17]2[CH2:21][CH2:20][C:19](=[O:22])[CH2:18]2)[C:13]([OH:15])=O)[CH:5]=[CH:6][C:7]=1[S:8]([CH3:11])(=[O:10])=[O:9].C(Cl)(=O)C(Cl)=O.[NH2:29][C:30]1[CH:35]=[N:34][C:33]([Br:36])=[CH:32][N:31]=1.N1C=CC=CC=1.